Dataset: Merck oncology drug combination screen with 23,052 pairs across 39 cell lines. Task: Regression. Given two drug SMILES strings and cell line genomic features, predict the synergy score measuring deviation from expected non-interaction effect. Drug 1: NC1(c2ccc(-c3nc4ccn5c(=O)[nH]nc5c4cc3-c3ccccc3)cc2)CCC1. Drug 2: Cn1c(=O)n(-c2ccc(C(C)(C)C#N)cc2)c2c3cc(-c4cnc5ccccc5c4)ccc3ncc21. Cell line: ZR751. Synergy scores: synergy=36.8.